Dataset: Full USPTO retrosynthesis dataset with 1.9M reactions from patents (1976-2016). Task: Predict the reactants needed to synthesize the given product. (1) Given the product [C:18]([NH:17][C:14]1[S:15][C:16]([CH2:31][N:22]2[CH2:26][CH2:25][C@@H:24]([C:27]([O:29][CH3:30])=[O:28])[CH2:23]2)=[C:12](/[CH:11]=[CH:10]\[C:7]2[CH:8]=[CH:9][C:4]([N+:1]([O-:3])=[O:2])=[CH:5][CH:6]=2)[N:13]=1)(=[O:20])[CH3:19], predict the reactants needed to synthesize it. The reactants are: [N+:1]([C:4]1[CH:9]=[CH:8][C:7](/[CH:10]=[CH:11]\[C:12]2[N:13]=[C:14]([NH:17][C:18](=[O:20])[CH3:19])[S:15][CH:16]=2)=[CH:6][CH:5]=1)([O-:3])=[O:2].Cl.[NH:22]1[CH2:26][CH2:25][C@@H:24]([C:27]([O:29][CH3:30])=[O:28])[CH2:23]1.[CH2:31]=O. (2) Given the product [CH3:23][N:21]1[CH:22]=[C:18]([C:15]2[CH:16]=[CH:17][C:12]([C:5]3[CH:6]=[N:7][CH:8]=[C:9]4[C:4]=3[N:3]=[C:2]([NH:27][C:24](=[O:26])[CH3:25])[CH:11]=[CH:10]4)=[CH:13][CH:14]=2)[CH:19]=[N:20]1, predict the reactants needed to synthesize it. The reactants are: Cl[C:2]1[CH:11]=[CH:10][C:9]2[C:4](=[C:5]([C:12]3[CH:17]=[CH:16][C:15]([C:18]4[CH:19]=[N:20][N:21]([CH3:23])[CH:22]=4)=[CH:14][CH:13]=3)[CH:6]=[N:7][CH:8]=2)[N:3]=1.[C:24]([NH2:27])(=[O:26])[CH3:25].CC1(C)C2C(=C(P(C3C=CC=CC=3)C3C=CC=CC=3)C=CC=2)OC2C(P(C3C=CC=CC=3)C3C=CC=CC=3)=CC=CC1=2.C(=O)([O-])[O-].[Cs+].[Cs+]. (3) Given the product [CH3:3][CH:2]([O:4][C:5]1[CH:6]=[C:7]([CH:11]([OH:29])[CH2:12][O:13][C:14]2[CH:19]=[CH:18][C:17]([C:20]3[O:24][N:23]=[C:22]([O:25][CH2:26][O:27][CH3:28])[CH:21]=3)=[CH:16][CH:15]=2)[CH:8]=[CH:9][CH:10]=1)[CH3:1], predict the reactants needed to synthesize it. The reactants are: [CH3:1][CH:2]([O:4][C:5]1[CH:6]=[C:7]([C:11](=[O:29])[CH2:12][O:13][C:14]2[CH:19]=[CH:18][C:17]([C:20]3[O:24][N:23]=[C:22]([O:25][CH2:26][O:27][CH3:28])[CH:21]=3)=[CH:16][CH:15]=2)[CH:8]=[CH:9][CH:10]=1)[CH3:3].[BH4-].[Na+]. (4) Given the product [CH3:24][C:23]1[CH:22]=[CH:21][C:4]([O:5][C:6]2[CH:7]=[CH:8][C:9]3[N:10]([N:12]=[C:13]([NH:15][C:16]([CH:18]4[CH2:20][CH2:19]4)=[O:17])[N:14]=3)[CH:11]=2)=[CH:3][C:2]=1[NH:1][C:28](=[O:29])[CH2:27][CH:26]([CH3:31])[CH3:25], predict the reactants needed to synthesize it. The reactants are: [NH2:1][C:2]1[CH:3]=[C:4]([CH:21]=[CH:22][C:23]=1[CH3:24])[O:5][C:6]1[CH:7]=[CH:8][C:9]2[N:10]([N:12]=[C:13]([NH:15][C:16]([CH:18]3[CH2:20][CH2:19]3)=[O:17])[N:14]=2)[CH:11]=1.[CH3:25][CH:26]([CH3:31])[CH2:27][C:28](Cl)=[O:29]. (5) The reactants are: [C:1]([O:7][CH:8]1[CH2:11][CH:10]([OH:12])[CH2:9]1)(=[O:6])[C:2]([CH3:5])([CH3:4])[CH3:3].CCN(C(C)C)C(C)C.O([Si:30]([C:33]([CH3:36])([CH3:35])[CH3:34])([CH3:32])[CH3:31])S(C(F)(F)F)(=O)=O. Given the product [C:1]([O:7][CH:8]1[CH2:9][CH:10]([O:12][Si:30]([C:33]([CH3:36])([CH3:35])[CH3:34])([CH3:32])[CH3:31])[CH2:11]1)(=[O:6])[C:2]([CH3:5])([CH3:4])[CH3:3], predict the reactants needed to synthesize it. (6) Given the product [C:1](#[N:2])[CH3:3].[OH2:11].[C:32]([OH:38])([C:34]([F:37])([F:36])[F:35])=[O:33].[C:26]1([C@@H:24]2[CH2:25][C@H:23]2[NH:22][CH2:21][CH:19]2[CH2:18][N:17]([C:4]3([CH2:3][C:1]#[N:2])[CH2:9][CH2:8][NH:7][CH2:6][CH2:5]3)[CH2:20]2)[CH:31]=[CH:30][CH:29]=[CH:28][CH:27]=1.[C:32]([OH:38])([C:34]([F:37])([F:36])[F:35])=[O:33], predict the reactants needed to synthesize it. The reactants are: [C:1]([CH2:3][C:4]1([N:17]2[CH2:20][CH:19]([CH2:21][NH:22][C@@H:23]3[CH2:25][C@H:24]3[C:26]3[CH:31]=[CH:30][CH:29]=[CH:28][CH:27]=3)[CH2:18]2)[CH2:9][CH2:8][N:7](C(OC(C)(C)C)=[O:11])[CH2:6][CH2:5]1)#[N:2].[C:32]([OH:38])([C:34]([F:37])([F:36])[F:35])=[O:33]. (7) Given the product [Cl:27][C:23]1[CH:24]=[C:25]2[C:20](=[CH:21][CH:22]=1)[NH:19][C:18](=[O:26])[C:17]2=[CH:16][C:12]1[CH:11]=[C:10]2[C:15]([C:7]([C:3]3[CH:2]=[N:1][CH:6]=[CH:5][CH:4]=3)=[N:8][NH:9]2)=[CH:14][CH:13]=1, predict the reactants needed to synthesize it. The reactants are: [N:1]1[CH:6]=[CH:5][CH:4]=[C:3]([C:7]2[C:15]3[C:10](=[CH:11][C:12]([CH:16]=[C:17]4[C:25]5[C:20](=[CH:21][CH:22]=[CH:23][CH:24]=5)[NH:19][C:18]4=[O:26])=[CH:13][CH:14]=3)[NH:9][N:8]=2)[CH:2]=1.[Cl:27]C1C=C2C(=CC=1)NC(=O)C2.